This data is from Forward reaction prediction with 1.9M reactions from USPTO patents (1976-2016). The task is: Predict the product of the given reaction. (1) Given the reactants [OH:1][C:2]1[N:7]=[CH:6][C:5]([C:8]([N:10]2[CH2:14][CH2:13][CH2:12][C@H:11]2[CH2:15][N:16]2[CH2:20][CH2:19][CH2:18][CH2:17]2)=[O:9])=[CH:4][CH:3]=1.Br[CH2:22][CH2:23][CH2:24][CH3:25].C(=O)([O-])[O-].[Cs+].[Cs+], predict the reaction product. The product is: [CH2:22]([O:1][C:2]1[N:7]=[CH:6][C:5]([C:8]([N:10]2[CH2:14][CH2:13][CH2:12][C@H:11]2[CH2:15][N:16]2[CH2:20][CH2:19][CH2:18][CH2:17]2)=[O:9])=[CH:4][CH:3]=1)[CH2:23][CH2:24][CH3:25]. (2) Given the reactants Cl.[F:2][C:3]([F:15])([F:14])[CH2:4][O:5][C:6]1[N:11]=[CH:10][C:9]([CH2:12][NH2:13])=[CH:8][CH:7]=1.[NH2:16][C:17]1[CH:18]=[C:19]([CH:23]=[CH:24][N:25]=1)[C:20](O)=[O:21], predict the reaction product. The product is: [NH2:16][C:17]1[CH:18]=[C:19]([CH:23]=[CH:24][N:25]=1)[C:20]([NH:13][CH2:12][C:9]1[CH:10]=[N:11][C:6]([O:5][CH2:4][C:3]([F:2])([F:14])[F:15])=[CH:7][CH:8]=1)=[O:21]. (3) The product is: [OH:44][C@@:43]([C:38]1[CH:37]=[CH:36][C:35]2[C:40](=[CH:41][CH:42]=[C:33]([C:31]([NH:30][CH3:29])=[O:32])[CH:34]=2)[CH:39]=1)([C:45]1[N:46]=[CH:47][N:48]([C:50]([C:51]2[CH:56]=[CH:55][CH:54]=[CH:53][CH:52]=2)([C:57]2[CH:58]=[CH:59][CH:60]=[CH:61][CH:62]=2)[C:63]2[CH:68]=[CH:67][CH:66]=[CH:65][CH:64]=2)[CH:49]=1)[CH2:72][C:71]([O:70][CH3:74])=[O:22]. Given the reactants C=C[C@@H]1[C@@H]2C[C@H]([C@@H]([OH:22])C3C4C(=CC=CC=4)N=CC=3)N(CC2)C1.N1C=CC=CC=1.[CH3:29][NH:30][C:31]([C:33]1[CH:42]=[CH:41][C:40]2[C:35](=[CH:36][CH:37]=[C:38]([C:43]([C:45]3[N:46]=[CH:47][N:48]([C:50]([C:63]4[CH:68]=[CH:67][CH:66]=[CH:65][CH:64]=4)([C:57]4[CH:62]=[CH:61][CH:60]=[CH:59][CH:58]=4)[C:51]4[CH:56]=[CH:55][CH:54]=[CH:53][CH:52]=4)[CH:49]=3)=[O:44])[CH:39]=2)[CH:34]=1)=[O:32].Cl.[O:70]1[CH2:74]C[CH2:72][CH2:71]1, predict the reaction product. (4) Given the reactants [CH3:1][O:2][C:3]1[CH:32]=[C:31]([O:33][CH3:34])[CH:30]=[CH:29][C:4]=1[CH2:5][N:6]1[C:9](=[O:10])[C@@H:8]([N:11]2C(=O)C3C(=CC=CC=3)C2=O)[C@H:7]1[C@@H:22]1[CH2:26][O:25][C:24]([CH3:28])([CH3:27])[O:23]1.O.NN, predict the reaction product. The product is: [NH2:11][C@H:8]1[C@@H:7]([C@@H:22]2[CH2:26][O:25][C:24]([CH3:28])([CH3:27])[O:23]2)[N:6]([CH2:5][C:4]2[CH:29]=[CH:30][C:31]([O:33][CH3:34])=[CH:32][C:3]=2[O:2][CH3:1])[C:9]1=[O:10].